The task is: Predict the reaction yield, written as a fraction of the theoretical maximum amount of product (1.0 means a 100% yield; for example, 0.34 means a 34% yield).. This data is from Reaction yield outcomes from USPTO patents with 853,638 reactions. The reactants are [CH2:1]([O:3][C:4](=[O:12])[C:5]1[CH:10]=[CH:9][C:8]([OH:11])=[CH:7][CH:6]=1)[CH3:2].[H+].[B-](F)(F)(F)F.CCOCC.[Br:24]N1C(=O)CCC1=O. The catalyst is C(#N)C. The product is [CH2:1]([O:3][C:4](=[O:12])[C:5]1[CH:10]=[CH:9][C:8]([OH:11])=[C:7]([Br:24])[CH:6]=1)[CH3:2]. The yield is 0.830.